This data is from Full USPTO retrosynthesis dataset with 1.9M reactions from patents (1976-2016). The task is: Predict the reactants needed to synthesize the given product. (1) Given the product [CH2:1]([O:3][C:4]([C:6]1[CH:7]=[N:8][C:9]2[C:14]([C:15]=1[NH:26][CH2:25][C:24]1[CH:27]=[C:28]([O:30][CH3:31])[CH:29]=[C:22]([O:21][CH3:20])[CH:23]=1)=[CH:13][CH:12]=[CH:11][C:10]=2[NH2:17])=[O:5])[CH3:2], predict the reactants needed to synthesize it. The reactants are: [CH2:1]([O:3][C:4]([C:6]1[CH:7]=[N:8][C:9]2[C:14]([C:15]=1Cl)=[CH:13][CH:12]=[CH:11][C:10]=2[N+:17]([O-])=O)=[O:5])[CH3:2].[CH3:20][O:21][C:22]1[CH:23]=[C:24]([CH:27]=[C:28]([O:30][CH3:31])[CH:29]=1)[CH2:25][NH2:26]. (2) Given the product [CH2:23]([NH:25][C:7]1[CH:8]=[C:9]2[C:4](=[CH:5][CH:6]=1)[N:3]=[C:2]([NH:22][CH2:21][CH2:20][O:13][C:14]1[CH:19]=[CH:18][CH:17]=[CH:16][CH:15]=1)[CH:11]=[CH:10]2)[CH3:24], predict the reactants needed to synthesize it. The reactants are: Cl[C:2]1[CH:11]=[CH:10][C:9]2[C:4](=[CH:5][CH:6]=[C:7](Cl)[CH:8]=2)[N:3]=1.[O:13]([CH2:20][CH2:21][NH2:22])[C:14]1[CH:19]=[CH:18][CH:17]=[CH:16][CH:15]=1.[CH2:23]([NH2:25])[CH3:24].